Dataset: Forward reaction prediction with 1.9M reactions from USPTO patents (1976-2016). Task: Predict the product of the given reaction. (1) Given the reactants [CH2:1]1[C:4]2([CH2:7][CH2:6][CH2:5]2)[CH2:3][CH:2]1[C:8]([OH:10])=O.C(Cl)(=O)C(Cl)=O.[NH4+:17].[OH-].C1COCC1, predict the reaction product. The product is: [CH2:1]1[C:4]2([CH2:7][CH2:6][CH2:5]2)[CH2:3][CH:2]1[C:8]([NH2:17])=[O:10]. (2) Given the reactants [N:1]([C:4]1[N:12]=[C:11]2[C:7]([N:8]=[CH:9][N:10]2[C@@H:13]2[O:26][C@:25]([CH3:37])([CH2:27][O:28][C:29](=[O:36])[C:30]3[CH:35]=[CH:34][CH:33]=[CH:32][CH:31]=3)[C@@H:15]([O:16][C:17](=[O:24])[C:18]3[CH:23]=[CH:22][CH:21]=[CH:20][CH:19]=3)[C@@H:14]2[F:38])=[C:6]([N:39]=[N+]=[N-])[N:5]=1)=[N+]=[N-], predict the reaction product. The product is: [NH2:1][C:4]1[N:12]=[C:11]2[C:7]([N:8]=[CH:9][N:10]2[C@@H:13]2[O:26][C@:25]([CH3:37])([CH2:27][O:28][C:29](=[O:36])[C:30]3[CH:31]=[CH:32][CH:33]=[CH:34][CH:35]=3)[C@@H:15]([O:16][C:17](=[O:24])[C:18]3[CH:23]=[CH:22][CH:21]=[CH:20][CH:19]=3)[C@@H:14]2[F:38])=[C:6]([NH2:39])[N:5]=1.